From a dataset of Reaction yield outcomes from USPTO patents with 853,638 reactions. Predict the reaction yield, written as a fraction of the theoretical maximum amount of product (1.0 means a 100% yield; for example, 0.34 means a 34% yield). (1) The reactants are [C:1]([O:5][C:6]([N:8]1[CH:12]([C:13](O)=[O:14])[CH:11]([CH3:16])[O:10][C:9]1([CH3:18])[CH3:17])=[O:7])([CH3:4])([CH3:3])[CH3:2].C1C=CC2N(O)N=[N:25]C=2C=1.CCN=C=NCCCN(C)C.Cl.Cl.[NH4+].[Cl-].CCN(C(C)C)C(C)C. The catalyst is C(Cl)Cl. The product is [C:13]([CH:12]1[CH:11]([CH3:16])[O:10][C:9]([CH3:18])([CH3:17])[N:8]1[C:6]([O:5][C:1]([CH3:4])([CH3:3])[CH3:2])=[O:7])(=[O:14])[NH2:25]. The yield is 0.725. (2) The catalyst is FC(F)(F)C(O)=O. The product is [NH2:5][S:6]([C:9]1[CH:41]=[CH:40][C:12]2[N:13]([C:18]3[CH:23]=[CH:22][C:21]([CH2:24][CH2:25][NH:26][C:27]([NH:29][S:30]([C:33]4[CH:34]=[CH:35][C:36]([CH3:39])=[CH:37][CH:38]=4)(=[O:32])=[O:31])=[O:28])=[CH:20][CH:19]=3)[C:14]([CH2:16][CH3:17])=[N:15][C:11]=2[CH:10]=1)(=[O:7])=[O:8]. The yield is 0.730. The reactants are C([NH:5][S:6]([C:9]1[CH:41]=[CH:40][C:12]2[N:13]([C:18]3[CH:23]=[CH:22][C:21]([CH2:24][CH2:25][NH:26][C:27]([NH:29][S:30]([C:33]4[CH:38]=[CH:37][C:36]([CH3:39])=[CH:35][CH:34]=4)(=[O:32])=[O:31])=[O:28])=[CH:20][CH:19]=3)[C:14]([CH2:16][CH3:17])=[N:15][C:11]=2[CH:10]=1)(=[O:8])=[O:7])(C)(C)C. (3) The reactants are [CH3:1][O:2][CH2:3][N:4]1[C:12]2[C:7](=[CH:8][CH:9]=[CH:10][C:11]=2[NH:13][S:14]([C:17]2[S:18][CH:19]=[CH:20][CH:21]=2)(=[O:16])=[O:15])[CH:6]=[C:5]1[C:22]([NH2:24])=[O:23].Br[CH2:26][CH:27]1[CH2:29][CH2:28]1.C(=O)([O-])[O-].[K+].[K+].CN(C)C=O. The catalyst is C(OCC)(=O)C.[Cl-].[Na+].O. The product is [CH:27]1([CH2:26][N:13]([S:14]([C:17]2[S:18][CH:19]=[CH:20][CH:21]=2)(=[O:16])=[O:15])[C:11]2[CH:10]=[CH:9][CH:8]=[C:7]3[C:12]=2[N:4]([CH2:3][O:2][CH3:1])[C:5]([C:22]([NH2:24])=[O:23])=[CH:6]3)[CH2:29][CH2:28]1. The yield is 0.720. (4) The reactants are [CH2:1]([O:3][C:4]([O:6][CH2:7][CH2:8][CH2:9][C:10]([CH3:21])([CH3:20])[CH2:11][O:12][S:13]([CH2:16][CH2:17][CH2:18]Cl)(=[O:15])=[O:14])=[O:5])[CH3:2].[N-:22]=[N+:23]=[N-:24].[Na+]. The catalyst is CS(C)=O. The product is [CH2:1]([O:3][C:4]([O:6][CH2:7][CH2:8][CH2:9][C:10]([CH3:21])([CH3:20])[CH2:11][O:12][S:13]([CH2:16][CH2:17][CH2:18][N:22]=[N+:23]=[N-:24])(=[O:15])=[O:14])=[O:5])[CH3:2]. The yield is 0.990. (5) The catalyst is C(Cl)(Cl)Cl. The product is [Cl:1][C:2]1[C:6]([CH3:7])=[C:5]([C:8]2[CH:9]=[C:10]([C:13]([NH:17][C@@H:18]([CH2:31][C:32]3[CH:37]=[CH:36][CH:35]=[C:34]([C:38]([F:41])([F:39])[F:40])[CH:33]=3)[CH2:19][N:20]3[C:21](=[O:30])[C:22]4[C:27](=[CH:26][CH:25]=[CH:24][CH:23]=4)[C:28]3=[O:29])=[O:15])[S:11][CH:12]=2)[N:4]([CH3:16])[N:3]=1. The yield is 0.780. The reactants are [Cl:1][C:2]1[C:6]([CH3:7])=[C:5]([C:8]2[CH:9]=[C:10]([C:13]([OH:15])=O)[S:11][CH:12]=2)[N:4]([CH3:16])[N:3]=1.[NH2:17][C@@H:18]([CH2:31][C:32]1[CH:37]=[CH:36][CH:35]=[C:34]([C:38]([F:41])([F:40])[F:39])[CH:33]=1)[CH2:19][N:20]1[C:28](=[O:29])[C:27]2[C:22](=[CH:23][CH:24]=[CH:25][CH:26]=2)[C:21]1=[O:30].CC(OC(N[C@H](C(O)=O)CC1C=CC=CC=1C(F)(F)F)=O)(C)C.C1CN([P+](Br)(N2CCCC2)N2CCCC2)CC1.F[P-](F)(F)(F)(F)F.CCN(C(C)C)C(C)C. (6) The reactants are [CH3:1][C:2]1[C:3]([CH:8]=O)=[N:4][CH:5]=[CH:6][CH:7]=1.[N:10]1[CH:15]=[CH:14][CH:13]=[CH:12][C:11]=1[CH:16]([NH:18][CH:19]([CH3:34])[CH2:20][CH2:21][CH2:22][N:23]1[C:31](=[O:32])[C:30]2[C:25](=[CH:26][CH:27]=[CH:28][CH:29]=2)[C:24]1=[O:33])[CH3:17].[BH-](OC(C)=O)(OC(C)=O)OC(C)=O.[Na+]. The yield is 0.580. The catalyst is C(Cl)Cl. The product is [CH3:1][C:2]1[C:3]([CH2:8][N:18]([CH:16]([C:11]2[CH:12]=[CH:13][CH:14]=[CH:15][N:10]=2)[CH3:17])[CH:19]([CH3:34])[CH2:20][CH2:21][CH2:22][N:23]2[C:31](=[O:32])[C:30]3[C:25](=[CH:26][CH:27]=[CH:28][CH:29]=3)[C:24]2=[O:33])=[N:4][CH:5]=[CH:6][CH:7]=1.